Dataset: Reaction yield outcomes from USPTO patents with 853,638 reactions. Task: Predict the reaction yield, written as a fraction of the theoretical maximum amount of product (1.0 means a 100% yield; for example, 0.34 means a 34% yield). (1) The reactants are [F:1][C:2]1[CH:10]=[C:9]2[C:5]([CH:6]=[C:7]([C:11]([CH3:23])([CH3:22])[C:12](OCC3C=CC=CC=3)=[O:13])[NH:8]2)=[CH:4][C:3]=1[N+:24]([O-:26])=[O:25].CC(C[AlH]CC(C)C)C. The catalyst is C(Cl)Cl. The product is [F:1][C:2]1[CH:10]=[C:9]2[C:5]([CH:6]=[C:7]([C:11]([CH3:23])([CH3:22])[CH2:12][OH:13])[NH:8]2)=[CH:4][C:3]=1[N+:24]([O-:26])=[O:25]. The yield is 0.770. (2) The reactants are [NH:1]1[C:9]2[C:4](=[CH:5][CH:6]=[CH:7][CH:8]=2)[CH2:3][C:2]1=[O:10].[Li+].C[Si]([N-][Si](C)(C)C)(C)C.C1COCC1.[O:26]1CCO[CH:27]1[C:31]1[CH:32]=[C:33]2[C:37](=[CH:38][CH:39]=1)[C:36](=O)[O:35][CH2:34]2.Cl. The catalyst is C1COCC1.O. The product is [O:10]=[C:2]1[C:3](=[C:36]2[C:37]3[C:33](=[CH:32][C:31]([CH:27]=[O:26])=[CH:39][CH:38]=3)[CH2:34][O:35]2)[C:4]2[C:9](=[CH:8][CH:7]=[CH:6][CH:5]=2)[NH:1]1. The yield is 0.910. (3) The reactants are [OH:1][C@H:2]1[CH2:7][CH2:6][C@H:5]([NH:8][C:9]2[N:18]=[CH:17][C:16]3[C:11](=[C:12]([OH:20])[C:13]([CH3:19])=[CH:14][CH:15]=3)[N:10]=2)[CH2:4][CH2:3]1.C([O-])([O-])=O.[K+].[K+].[CH3:27][O:28][C:29](=[O:32])[CH2:30]Br. The product is [OH:1][C@H:2]1[CH2:3][CH2:4][C@H:5]([NH:8][C:9]2[N:18]=[CH:17][C:16]3[C:11](=[C:12]([O:20][CH2:30][C:29]([O:28][CH3:27])=[O:32])[C:13]([CH3:19])=[CH:14][CH:15]=3)[N:10]=2)[CH2:6][CH2:7]1. The yield is 0.514. The catalyst is CN(C=O)C.O. (4) The reactants are [CH:1]([C:3]1[C:11]2[C:6](=[CH:7][CH:8]=[C:9]([CH:12]3[C:17]([C:18]#[N:19])=[C:16]([CH3:20])[NH:15][C:14]([CH3:21])=[C:13]3[C:22]#[N:23])[CH:10]=2)[NH:5][N:4]=1)=[O:2].[BH4-].[Na+]. The catalyst is CO.[Cl-].[Na+].O. The product is [OH:2][CH2:1][C:3]1[C:11]2[C:6](=[CH:7][CH:8]=[C:9]([CH:12]3[C:13]([C:22]#[N:23])=[C:14]([CH3:21])[NH:15][C:16]([CH3:20])=[C:17]3[C:18]#[N:19])[CH:10]=2)[NH:5][N:4]=1. The yield is 0.500. (5) The reactants are [CH3:1][C:2]1[O:6][N:5]=[C:4]([CH2:7][O:8][C:9]2[CH:14]=[CH:13][C:12]([N+:15]([O-])=O)=[CH:11][CH:10]=2)[CH:3]=1.S(S([O-])=O)([O-])=O.[Na+].[Na+].C([O-])([O-])=O.[K+].[K+]. The catalyst is CO.C(Cl)Cl. The product is [CH3:1][C:2]1[O:6][N:5]=[C:4]([CH2:7][O:8][C:9]2[CH:14]=[CH:13][C:12]([NH2:15])=[CH:11][CH:10]=2)[CH:3]=1. The yield is 0.460. (6) The reactants are [F:1][C:2]1[CH:7]=[CH:6][C:5]([C:8]2[N:9]=[C:10]([C@H:13]3[CH2:18][CH2:17][CH2:16][NH:15][CH2:14]3)[O:11][CH:12]=2)=[CH:4][CH:3]=1.[F:19][C:20]1[CH:25]=[C:24]([C:26](O)=[O:27])[CH:23]=[CH:22][N:21]=1. No catalyst specified. The product is [F:19][C:20]1[CH:25]=[C:24]([C:26]([N:15]2[CH2:16][CH2:17][CH2:18][C@H:13]([C:10]3[O:11][CH:12]=[C:8]([C:5]4[CH:6]=[CH:7][C:2]([F:1])=[CH:3][CH:4]=4)[N:9]=3)[CH2:14]2)=[O:27])[CH:23]=[CH:22][N:21]=1. The yield is 1.00.